This data is from Catalyst prediction with 721,799 reactions and 888 catalyst types from USPTO. The task is: Predict which catalyst facilitates the given reaction. (1) Reactant: [F:1][C:2]1[CH:10]=[CH:9][CH:8]=[CH:7][C:3]=1[C:4]([OH:6])=O.C(N1C=CN=C1)(N1C=CN=C1)=O.[Mg+].[C:24]([O:30][CH2:31][CH3:32])(=[O:29])[CH2:25]C([O-])=O.Cl. Product: [F:1][C:2]1[CH:10]=[CH:9][CH:8]=[CH:7][C:3]=1[C:4](=[O:6])[CH2:25][C:24]([O:30][CH2:31][CH3:32])=[O:29]. The catalyst class is: 253. (2) Reactant: [CH3:1][O:2][CH:3]([O:15][CH3:16])[CH2:4][C:5]1[CH:10]=[CH:9][CH:8]=[C:7]([CH3:11])[C:6]=1[N+:12]([O-])=O. Product: [CH3:1][O:2][CH:3]([O:15][CH3:16])[CH2:4][C:5]1[CH:10]=[CH:9][CH:8]=[C:7]([CH3:11])[C:6]=1[NH2:12]. The catalyst class is: 19. (3) Reactant: [Cl:1][C:2]1[CH:7]=[CH:6][C:5]([C:8]2([F:14])[CH2:13][CH2:12][NH:11][CH2:10][CH2:9]2)=[CH:4][CH:3]=1.N1C(C)=CC=CC=1C.[I-].[K+].Br[CH2:26][CH2:27][CH:28]=[C:29]1[C:35]2[CH:36]=[CH:37][CH:38]=[N:39][C:34]=2[CH2:33][O:32][C:31]2[CH:40]=[CH:41][C:42]([C:44]([OH:47])([CH3:46])[CH3:45])=[CH:43][C:30]1=2. Product: [Cl:1][C:2]1[CH:7]=[CH:6][C:5]([C:8]2([F:14])[CH2:9][CH2:10][N:11]([CH2:26][CH2:27][CH:28]=[C:29]3[C:35]4[CH:36]=[CH:37][CH:38]=[N:39][C:34]=4[CH2:33][O:32][C:31]4[CH:40]=[CH:41][C:42]([C:44]([OH:47])([CH3:46])[CH3:45])=[CH:43][C:30]3=4)[CH2:12][CH2:13]2)=[CH:4][CH:3]=1. The catalyst class is: 32. (4) Reactant: CS(O[CH2:6][C:7]1[CH:12]=[CH:11][CH:10]=[C:9]([CH2:13][CH2:14][CH2:15][O:16][CH:17]2[CH2:22][CH2:21][CH2:20][CH2:19][O:18]2)[CH:8]=1)(=O)=O.[Br-:23].[Li+].C(=O)(O)[O-].[Na+]. Product: [Br:23][CH2:6][C:7]1[CH:8]=[C:9]([CH2:13][CH2:14][CH2:15][O:16][CH:17]2[CH2:22][CH2:21][CH2:20][CH2:19][O:18]2)[CH:10]=[CH:11][CH:12]=1. The catalyst class is: 7. (5) Reactant: FC(F)(F)C(O)=O.C(OC(=O)[NH:14][C@@H:15]([CH2:30][N:31]1[CH2:36][C:35](=[O:37])[N:34]([C:38]2[C:43]([F:44])=[CH:42][CH:41]=[CH:40][C:39]=2[F:45])[CH2:33][C:32]1([CH3:47])[CH3:46])[C@@H:16]([OH:29])[CH2:17][C@H:18]([C:20](=[O:28])[NH:21][CH:22]1[CH2:27][CH2:26][CH2:25][CH2:24][CH2:23]1)[CH3:19])(C)(C)C.[C:49]([OH:56])(=[O:55])/[CH:50]=[CH:51]/[C:52]([OH:54])=[O:53].[CH:57]1([NH:63][C:64](=[O:90])[C@H:65]([CH3:89])[CH2:66][C@H:67]([OH:88])[C@@H:68]([NH2:87])[CH2:69][N:70]2[CH2:75][C:74](=[O:76])[N:73]([C:77]3[C:82]([F:83])=[CH:81][CH:80]=[CH:79][C:78]=3[F:84])[CH2:72][C:71]2([CH3:86])[CH3:85])[CH2:62][CH2:61][CH2:60][CH2:59][CH2:58]1. Product: [C:49]([OH:56])(=[O:55])/[CH:50]=[CH:51]/[C:52]([OH:54])=[O:53].[CH:22]1([NH:21][C:20](=[O:28])[C@H:18]([CH3:19])[CH2:17][C@H:16]([OH:29])[C@@H:15]([NH2:14])[CH2:30][N:31]2[CH2:36][C:35](=[O:37])[N:34]([C:38]3[C:43]([F:44])=[CH:42][CH:41]=[CH:40][C:39]=3[F:45])[CH2:33][C:32]2([CH3:46])[CH3:47])[CH2:27][CH2:26][CH2:25][CH2:24][CH2:23]1.[NH2:87][C@@H:68]([CH2:69][N:70]1[CH2:75][C:74](=[O:76])[N:73]([C:77]2[C:78]([F:84])=[CH:79][CH:80]=[CH:81][C:82]=2[F:83])[CH2:72][C:71]1([CH3:85])[CH3:86])[C@@H:67]([OH:88])[CH2:66][C@@H:65]([CH3:89])[C:64]([NH:63][CH:57]1[CH2:58][CH2:59][CH2:60][CH2:61][CH2:62]1)=[O:90]. The catalyst class is: 61.